Dataset: Full USPTO retrosynthesis dataset with 1.9M reactions from patents (1976-2016). Task: Predict the reactants needed to synthesize the given product. (1) Given the product [Cl:1][C:2]1[CH:10]=[CH:9][C:8]([S:11]([N:22]2[CH2:23][CH2:24][N:19]([CH2:17][CH3:18])[CH2:20][CH2:21]2)(=[O:13])=[O:12])=[CH:7][C:3]=1[C:4]([OH:6])=[O:5], predict the reactants needed to synthesize it. The reactants are: [Cl:1][C:2]1[CH:10]=[CH:9][C:8]([S:11](Cl)(=[O:13])=[O:12])=[CH:7][C:3]=1[C:4]([OH:6])=[O:5].[OH-].[Na+].[CH2:17]([N:19]1[CH2:24][CH2:23][NH:22][CH2:21][CH2:20]1)[CH3:18]. (2) The reactants are: CO[C:3]([C:5]1[S:6][C:7]([CH:10]=[CH:11][C:12]2[CH:17]=[CH:16][CH:15]=[C:14]([Cl:18])[CH:13]=2)=[CH:8][CH:9]=1)=[O:4].[N:19]12[CH2:26][CH2:25][CH:22]([CH2:23][CH2:24]1)[C@@H:21]([NH:27]C(C1SC(C3N=C(C)SC=3)=CC=1)=O)[CH2:20]2. Given the product [N:19]12[CH2:26][CH2:25][CH:22]([CH2:23][CH2:24]1)[C@@H:21]([NH:27][C:3]([C:5]1[S:6][C:7]([CH:10]=[CH:11][C:12]3[CH:17]=[CH:16][CH:15]=[C:14]([Cl:18])[CH:13]=3)=[CH:8][CH:9]=1)=[O:4])[CH2:20]2, predict the reactants needed to synthesize it.